Dataset: Reaction yield outcomes from USPTO patents with 853,638 reactions. Task: Predict the reaction yield, written as a fraction of the theoretical maximum amount of product (1.0 means a 100% yield; for example, 0.34 means a 34% yield). (1) The reactants are [OH:1][C:2]1[CH:3]=[C:4]([CH2:9][C:10]#[N:11])[CH:5]=[CH:6][C:7]=1[OH:8].CO[C:14](OC)([CH3:16])[CH3:15].CC1C=CC(S(O)(=O)=O)=CC=1. The catalyst is C1(C)C=CC=CC=1. The product is [CH3:15][C:14]1([CH3:16])[O:8][C:7]2[CH:6]=[CH:5][C:4]([CH2:9][C:10]#[N:11])=[CH:3][C:2]=2[O:1]1. The yield is 0.200. (2) The reactants are Cl[C:2]([O:4][C:5]1[CH:10]=[CH:9][C:8]([N+:11]([O-:13])=[O:12])=[CH:7][CH:6]=1)=[O:3].C(N(C(C)C)CC)(C)C.[CH2:23]([O:25][C@@H:26]([CH2:31][C:32]1[CH:33]=[N:34][C:35]([C:38]2[CH:43]=[CH:42][CH:41]=[C:40]([NH:44][CH3:45])[CH:39]=2)=[CH:36][CH:37]=1)[C:27]([O:29][CH3:30])=[O:28])[CH3:24].O. The catalyst is ClCCl. The product is [CH2:23]([O:25][C@@H:26]([CH2:31][C:32]1[CH:33]=[N:34][C:35]([C:38]2[CH:43]=[CH:42][CH:41]=[C:40]([N:44]([CH3:45])[C:2]([O:4][C:5]3[CH:10]=[CH:9][C:8]([N+:11]([O-:13])=[O:12])=[CH:7][CH:6]=3)=[O:3])[CH:39]=2)=[CH:36][CH:37]=1)[C:27]([O:29][CH3:30])=[O:28])[CH3:24]. The yield is 1.00. (3) The reactants are [Br:1][C:2]1[CH:3]=[C:4]2[CH2:10][CH2:9][NH:8][C:5]2=[N:6][CH:7]=1. The catalyst is C(Cl)(Cl)Cl.[O-2].[O-2].[Mn+4]. The product is [Br:1][C:2]1[CH:3]=[C:4]2[CH:10]=[CH:9][NH:8][C:5]2=[N:6][CH:7]=1. The yield is 0.760. (4) The reactants are [Br:1][CH2:2][C:3]1[CH:10]=[CH:9][C:6]([C:7]#N)=[CH:5][C:4]=1[Cl:11].CC(C[AlH]CC(C)C)C.Cl.[OH2:22]. The catalyst is C1(C)C=CC=CC=1. The product is [Br:1][CH2:2][C:3]1[CH:10]=[CH:9][C:6]([CH:7]=[O:22])=[CH:5][C:4]=1[Cl:11]. The yield is 0.800.